From a dataset of Reaction yield outcomes from USPTO patents with 853,638 reactions. Predict the reaction yield, written as a fraction of the theoretical maximum amount of product (1.0 means a 100% yield; for example, 0.34 means a 34% yield). (1) The reactants are [C:1]([O:5][C:6](=[O:15])[CH2:7]/[N:8]=[CH:9]/[CH2:10][C:11]([CH3:14])([CH3:13])[CH3:12])([CH3:4])([CH3:3])[CH3:2].[Cl:16][C:17]1[C:18]([F:35])=[C:19](/[CH:23]=[C:24](/[C:27]2[CH:32]=[CH:31][C:30]([Cl:33])=[CH:29][C:28]=2[F:34])\[C:25]#[N:26])[CH:20]=[CH:21][CH:22]=1.C(N(CC)CC)C. The catalyst is ClCCl. The yield is 0.770. The product is [C:1]([O:5][C:6]([CH:7]1[CH:23]([C:19]2[CH:20]=[CH:21][CH:22]=[C:17]([Cl:16])[C:18]=2[F:35])[C:24]([C:27]2[CH:32]=[CH:31][C:30]([Cl:33])=[CH:29][C:28]=2[F:34])([C:25]#[N:26])[CH:9]([CH2:10][C:11]([CH3:14])([CH3:13])[CH3:12])[NH:8]1)=[O:15])([CH3:4])([CH3:3])[CH3:2]. (2) The reactants are [C:1]([CH2:3][CH2:4][CH2:5][C:6]([OH:8])=O)#[N:2].CN(C(ON1N=NC2C=CC=NC1=2)=[N+](C)C)C.F[P-](F)(F)(F)(F)F.[C:33]1([C:39]2[N:40]=[C:41]([C:44]3([CH2:50][NH2:51])[CH2:49][CH2:48][O:47][CH2:46][CH2:45]3)[S:42][CH:43]=2)[CH:38]=[CH:37][CH:36]=[CH:35][CH:34]=1.CN1CCOCC1. The catalyst is CN(C=O)C.CCOC(C)=O. The product is [C:1]([CH2:3][CH2:4][CH2:5][C:6]([NH:51][CH2:50][C:44]1([C:41]2[S:42][CH:43]=[C:39]([C:33]3[CH:38]=[CH:37][CH:36]=[CH:35][CH:34]=3)[N:40]=2)[CH2:49][CH2:48][O:47][CH2:46][CH2:45]1)=[O:8])#[N:2]. The yield is 0.460. (3) The reactants are C1COCC1.[F:6][C:7]1[CH:12]=[CH:11][CH:10]=[C:9]([F:13])[C:8]=1[N:14]1[C:19]2[N:20]=[C:21]([NH:39][CH2:40][C:41]3[NH:42][CH:43]=[CH:44][N:45]=3)[N:22]=[C:23]([C:24]3[CH:25]=[C:26]([CH:35]=[CH:36][C:37]=3[CH3:38])[C:27]([NH:29][C:30]3[S:31][CH:32]=[CH:33][N:34]=3)=[O:28])[C:18]=2[CH:17]=[CH:16][C:15]1=[O:46].[CH3:47][C:48]1[CH:53]=[CH:52][C:51]([S:54]([OH:57])(=[O:56])=[O:55])=[CH:50][CH:49]=1. The catalyst is O. The product is [CH3:47][C:48]1[CH:49]=[CH:50][C:51]([S:54]([OH:57])(=[O:56])=[O:55])=[CH:52][CH:53]=1.[F:6][C:7]1[CH:12]=[CH:11][CH:10]=[C:9]([F:13])[C:8]=1[N:14]1[C:19]2[N:20]=[C:21]([NH:39][CH2:40][C:41]3[NH:45][CH:44]=[CH:43][N:42]=3)[N:22]=[C:23]([C:24]3[CH:25]=[C:26]([CH:35]=[CH:36][C:37]=3[CH3:38])[C:27]([NH:29][C:30]3[S:31][CH:32]=[CH:33][N:34]=3)=[O:28])[C:18]=2[CH:17]=[CH:16][C:15]1=[O:46]. The yield is 0.329. (4) The reactants are [Cl:1][C:2]1[CH:7]=[CH:6][C:5]([C:8]2[CH:13]=[CH:12][N:11]([C:14]3[CH:15]=[CH:16][C:17]4[C:18]5[CH2:27][N:26](C(OC(C)(C)C)=O)[CH2:25][CH2:24][C:19]=5[N:20]([CH3:23])[C:21]=4[CH:22]=3)[C:10](=[O:35])[CH:9]=2)=[CH:4][CH:3]=1.[ClH:36]. The catalyst is CO.CCOCC. The product is [ClH:1].[ClH:36].[Cl:1][C:2]1[CH:7]=[CH:6][C:5]([C:8]2[CH:13]=[CH:12][N:11]([C:14]3[CH:15]=[CH:16][C:17]4[C:18]5[CH2:27][NH:26][CH2:25][CH2:24][C:19]=5[N:20]([CH3:23])[C:21]=4[CH:22]=3)[C:10](=[O:35])[CH:9]=2)=[CH:4][CH:3]=1. The yield is 0.400. (5) The catalyst is C1COCC1.C(Cl)(Cl)Cl.Cl[Pd](Cl)([P](C1C=CC=CC=1)(C1C=CC=CC=1)C1C=CC=CC=1)[P](C1C=CC=CC=1)(C1C=CC=CC=1)C1C=CC=CC=1. The product is [OH:1][C:2]1[CH:11]=[CH:10][C:5]([C:6]([O:8][CH3:9])=[O:7])=[CH:4][C:3]=1[C:18]#[C:17][Si:14]([CH3:16])([CH3:15])[CH3:13]. The reactants are [OH:1][C:2]1[CH:11]=[CH:10][C:5]([C:6]([O:8][CH3:9])=[O:7])=[CH:4][C:3]=1I.[CH3:13][Si:14]([C:17]#[CH:18])([CH3:16])[CH3:15].C(N(CC)CC)C. The yield is 0.950. (6) The reactants are O.[OH-].[Li+].[Cl:4][C:5]1[CH:10]=[C:9]([O:11][C:12]([F:15])([F:14])[F:13])[CH:8]=[C:7]([Cl:16])[C:6]=1[NH:17][C:18]([NH:20][C:21]1[C:22]([C:31]([NH:33][CH:34]([C@H:39]2[CH2:44][CH2:43][C@H:42]([C:45]([F:48])([F:47])[F:46])[CH2:41][CH2:40]2)[C:35]([O:37]C)=[O:36])=[O:32])=[CH:23][C:24]2[C:29]([CH:30]=1)=[CH:28][CH:27]=[CH:26][CH:25]=2)=[O:19].CO.Cl. The catalyst is C1COCC1.O. The product is [Cl:4][C:5]1[CH:10]=[C:9]([O:11][C:12]([F:13])([F:14])[F:15])[CH:8]=[C:7]([Cl:16])[C:6]=1[NH:17][C:18]([NH:20][C:21]1[C:22]([C:31]([NH:33][CH:34]([C@H:39]2[CH2:44][CH2:43][C@H:42]([C:45]([F:46])([F:47])[F:48])[CH2:41][CH2:40]2)[C:35]([OH:37])=[O:36])=[O:32])=[CH:23][C:24]2[C:29]([CH:30]=1)=[CH:28][CH:27]=[CH:26][CH:25]=2)=[O:19]. The yield is 0.990.